Dataset: Full USPTO retrosynthesis dataset with 1.9M reactions from patents (1976-2016). Task: Predict the reactants needed to synthesize the given product. (1) Given the product [C:17]1([CH3:26])[CH:22]=[CH:21][C:20]([C@@H:23]([NH:25][C:12](=[O:15])[C@H:13]([CH3:14])[NH:9][C:1](=[O:8])[C:2]2[CH:3]=[CH:4][CH:5]=[CH:6][CH:7]=2)[CH3:24])=[CH:19][CH:18]=1, predict the reactants needed to synthesize it. The reactants are: [C:1]([N:9]1[C@@H:13]([CH3:14])[C:12](=[O:15])OC1=O)(=[O:8])[C:2]1[CH:7]=[CH:6][CH:5]=[CH:4][CH:3]=1.[C:17]1([CH3:26])[CH:22]=[CH:21][C:20]([C@@H:23]([NH2:25])[CH3:24])=[CH:19][CH:18]=1.CN1CCOCC1.Cl. (2) Given the product [CH2:7]([O:11][C:12]1[N:20]=[C:19]2[C:15]([N:16]=[CH:17][N:18]2[CH2:21][CH2:22][O:23][C:24]2[CH:29]=[CH:28][CH:27]=[C:26]([CH2:8][C:7]([O:11][CH3:12])=[O:35])[CH:25]=2)=[C:14]([NH2:34])[N:13]=1)[CH2:8][CH2:9][CH3:10], predict the reactants needed to synthesize it. The reactants are: [H-].[Al+3].[Li+].[H-].[H-].[H-].[CH2:7]([O:11][C:12]1[N:20]=[C:19]2[C:15]([N:16]=[CH:17][N:18]2[CH2:21][CH2:22][O:23][C:24]2[CH:29]=[CH:28][CH:27]=[C:26](C(OC)=O)[CH:25]=2)=[C:14]([NH2:34])[N:13]=1)[CH2:8][CH2:9][CH3:10].[OH-:35].[Na+].S(Cl)(Cl)=O.[C-]#N.[Na+].[Cl-].[NH4+]. (3) Given the product [OH:32][CH2:31][CH2:30][S:6][C:7]1[N:8]([C:17]2[CH:18]=[CH:19][C:20]([O:23][CH2:24][C:25]([F:28])([F:27])[F:26])=[CH:21][CH:22]=2)[C:9](=[O:16])[C:10]2[NH:15][CH:14]=[CH:13][C:11]=2[N:12]=1, predict the reactants needed to synthesize it. The reactants are: C(=O)([O-])O.[Na+].[S:6]=[C:7]1[NH:12][C:11]2[CH:13]=[CH:14][NH:15][C:10]=2[C:9](=[O:16])[N:8]1[C:17]1[CH:22]=[CH:21][C:20]([O:23][CH2:24][C:25]([F:28])([F:27])[F:26])=[CH:19][CH:18]=1.Br[CH2:30][CH2:31][OH:32].[I-].[Na+]. (4) Given the product [OH:40][C:35]1[C:36]([CH:46]([CH3:54])[CH2:47][C:48]2[CH:49]=[CH:50][CH:51]=[CH:52][CH:53]=2)=[N:37][C:38]2[C:34]([C:11]=1[C:12]([OH:14])=[O:13])=[CH:33][CH:32]=[CH:31][C:30]=2[C:29]([F:28])([F:41])[F:42], predict the reactants needed to synthesize it. The reactants are: OC1C(C(C2C=CC=CC=2)(C)C)=NC2C([C:11]=1[C:12]([OH:14])=[O:13])=CC=C1CCCCC=21.[F:28][C:29]([F:42])([F:41])[C:30]1[CH:31]=[CH:32][CH:33]=[C:34]2[C:38]=1[NH:37][C:36](=O)[C:35]2=[O:40].OCC(=O)[CH:46]([CH3:54])[CH2:47][C:48]1[CH:53]=[CH:52][CH:51]=[CH:50][CH:49]=1. (5) Given the product [CH2:22]([O:15][C:12]([C:4]1[CH:5]=[C:6]([C:8]2([CH3:11])[CH2:9][CH2:10]2)[CH:7]=[C:2]([Br:1])[CH:3]=1)([CH3:14])[CH3:13])[C:19]1[CH:20]=[CH:21][CH:16]=[CH:17][CH:18]=1, predict the reactants needed to synthesize it. The reactants are: [Br:1][C:2]1[CH:3]=[C:4]([C:12]([OH:15])([CH3:14])[CH3:13])[CH:5]=[C:6]([C:8]2([CH3:11])[CH2:10][CH2:9]2)[CH:7]=1.[CH:16]1[CH:21]=[CH:20][C:19]([CH2:22]Br)=[CH:18][CH:17]=1.[H-].[Na+]. (6) The reactants are: COC(C1[CH:14]=[C:13](O)[C:12]2[C:7](=[C:8](OCC3C=CC=CC=3)[CH:9]=[C:10](Br)[CH:11]=2)N=1)=O.[CH3:25][O:26][C:27]([C:29]1[CH:38]=[C:37](OS(C(F)(F)F)(=O)=O)[C:36]2[C:31](=[C:32]([N+:47]([O-])=O)[CH:33]=[CH:34][CH:35]=2)[N:30]=1)=[O:28]. Given the product [CH3:25][O:26][C:27]([C:29]1[CH:38]=[C:37]([C:14]#[C:13][C:12]2[CH:7]=[CH:8][CH:9]=[CH:10][CH:11]=2)[C:36]2[C:31](=[C:32]([NH2:47])[CH:33]=[CH:34][CH:35]=2)[N:30]=1)=[O:28], predict the reactants needed to synthesize it. (7) Given the product [NH2:17][C:4]1[N:5]=[C:6]([N:8]([CH2:15][CH3:16])[C:9]2[CH:14]=[CH:13][CH:12]=[CH:11][CH:10]=2)[N:7]=[C:2]([C:18]#[N:19])[N:3]=1, predict the reactants needed to synthesize it. The reactants are: Cl[C:2]1[N:7]=[C:6]([N:8]([CH2:15][CH3:16])[C:9]2[CH:14]=[CH:13][CH:12]=[CH:11][CH:10]=2)[N:5]=[C:4]([NH2:17])[N:3]=1.[C-:18]#[N:19].[K+]. (8) Given the product [CH:1]1([C:4]2[NH:13][C:7]3[N:8]=[N:9][C:10]([C:17]#[C:16][CH2:15][CH2:14][C:18]4[S:22][C:21]([NH:23][C:24](=[O:33])[C@@H:25]([OH:32])[C:26]5[CH:31]=[CH:30][CH:29]=[CH:28][CH:27]=5)=[N:20][N:19]=4)=[CH:11][C:6]=3[CH:5]=2)[CH2:3][CH2:2]1, predict the reactants needed to synthesize it. The reactants are: [CH:1]1([C:4]2[NH:13][C:7]3[N:8]=[N:9][C:10](I)=[CH:11][C:6]=3[CH:5]=2)[CH2:3][CH2:2]1.[CH2:14]([C:18]1[S:22][C:21]([NH:23][C:24](=[O:33])[C@@H:25]([OH:32])[C:26]2[CH:31]=[CH:30][CH:29]=[CH:28][CH:27]=2)=[N:20][N:19]=1)[CH2:15][C:16]#[CH:17].CCN(CC)CC.